This data is from TCR-epitope binding with 47,182 pairs between 192 epitopes and 23,139 TCRs. The task is: Binary Classification. Given a T-cell receptor sequence (or CDR3 region) and an epitope sequence, predict whether binding occurs between them. (1) The epitope is TTLPVNVAF. The TCR CDR3 sequence is CASSLVSSPEAFF. Result: 0 (the TCR does not bind to the epitope). (2) The epitope is FLNRFTTTL. The TCR CDR3 sequence is CASSPRPGSSQPQHF. Result: 0 (the TCR does not bind to the epitope). (3) The epitope is FLNGSCGSV. The TCR CDR3 sequence is CASSQSPGGVAFF. Result: 0 (the TCR does not bind to the epitope). (4) The epitope is GTSGSPIINR. The TCR CDR3 sequence is CASSPRGDGWEQYF. Result: 1 (the TCR binds to the epitope). (5) The epitope is IYSKHTPINL. The TCR CDR3 sequence is CASSLWGVGTEAFF. Result: 0 (the TCR does not bind to the epitope).